From a dataset of Blood-brain barrier penetration binary classification data from Martins et al.. Regression/Classification. Given a drug SMILES string, predict its absorption, distribution, metabolism, or excretion properties. Task type varies by dataset: regression for continuous measurements (e.g., permeability, clearance, half-life) or binary classification for categorical outcomes (e.g., BBB penetration, CYP inhibition). Dataset: bbb_martins. (1) The molecule is Cc1c(O)c(=O)ccn1C. The result is 1 (penetrates BBB). (2) The compound is O=C(CCCN1CCN2CCCC2C1)c1ccc(F)cc1. The result is 1 (penetrates BBB). (3) The compound is COc1cc(C(=O)N2CCOCC2)cc(OC)c1OC. The result is 1 (penetrates BBB). (4) The drug is CC(CC1c2ccccc2CCc2ccccc21)CN(C)C. The result is 1 (penetrates BBB). (5) The drug is CN1C2CCC1CC(OC(=O)C(O)c1ccccc1)C2. The result is 0 (does not penetrate BBB). (6) The drug is C=CC[C@H](N)c1ccccc1-c1noc2ccccc12. The result is 1 (penetrates BBB).